This data is from Reaction yield outcomes from USPTO patents with 853,638 reactions. The task is: Predict the reaction yield, written as a fraction of the theoretical maximum amount of product (1.0 means a 100% yield; for example, 0.34 means a 34% yield). (1) The catalyst is CN(C=O)C. The product is [CH3:1][N:2]1[C:10]2[C:5](=[CH:6][C:7]([C:11]3[CH:20]=[CH:19][C:14]([O:15][CH2:16][C:17]4[NH:30][N:29]=[N:28][N:18]=4)=[CH:13][CH:12]=3)=[CH:8][CH:9]=2)[C:4]([CH3:21])=[C:3]1[C:22]1[CH:27]=[CH:26][CH:25]=[CH:24][CH:23]=1. The reactants are [CH3:1][N:2]1[C:10]2[C:5](=[CH:6][C:7]([C:11]3[CH:20]=[CH:19][C:14]([O:15][CH2:16][C:17]#[N:18])=[CH:13][CH:12]=3)=[CH:8][CH:9]=2)[C:4]([CH3:21])=[C:3]1[C:22]1[CH:27]=[CH:26][CH:25]=[CH:24][CH:23]=1.[N-:28]=[N+:29]=[N-:30].[Na+].[NH4+].[Cl-]. The yield is 0.760. (2) The reactants are [CH3:1][C:2]1[N:3]=[C:4](Cl)[C:5]2[CH:10]=[C:9]([CH3:11])[S:8][C:6]=2[N:7]=1.[NH2:13][CH2:14][CH:15]([C:17]1[CH:22]=[CH:21][CH:20]=[CH:19][CH:18]=1)[OH:16]. No catalyst specified. The product is [CH3:1][C:2]1[N:3]=[C:4]([NH:13][CH2:14][CH:15]([C:17]2[CH:22]=[CH:21][CH:20]=[CH:19][CH:18]=2)[OH:16])[C:5]2[CH:10]=[C:9]([CH3:11])[S:8][C:6]=2[N:7]=1. The yield is 0.310. (3) The reactants are [NH2:1][C:2]1[CH:17]=[CH:16][CH:15]=[C:14]([Cl:18])[C:3]=1[C:4]([NH:6][C:7]1[CH:12]=[CH:11][CH:10]=[CH:9][C:8]=1[CH3:13])=[O:5].[CH3:19][CH2:20][C@H:21]([NH:25][C:26]([O:28][C:29]([CH3:32])([CH3:31])[CH3:30])=[O:27])[C:22](O)=[O:23].CCN(C(C)C)C(C)C.CN(C(ON1N=NC2C=CC=NC1=2)=[N+](C)C)C.F[P-](F)(F)(F)(F)F. The catalyst is C(Cl)Cl. The product is [C:29]([O:28][C:26](=[O:27])[NH:25][C@@H:21]([CH2:20][CH3:19])[C:22]([NH:1][C:2]1[CH:17]=[CH:16][CH:15]=[C:14]([Cl:18])[C:3]=1[C:4](=[O:5])[NH:6][C:7]1[CH:12]=[CH:11][CH:10]=[CH:9][C:8]=1[CH3:13])=[O:23])([CH3:32])([CH3:31])[CH3:30]. The yield is 0.703.